From a dataset of Peptide-MHC class II binding affinity with 134,281 pairs from IEDB. Regression. Given a peptide amino acid sequence and an MHC pseudo amino acid sequence, predict their binding affinity value. This is MHC class II binding data. (1) The peptide sequence is FFPPNYKLLKDLF. The MHC is HLA-DQA10501-DQB10301 with pseudo-sequence HLA-DQA10501-DQB10301. The binding affinity (normalized) is 0.103. (2) The peptide sequence is PAKNIYSFNEIVALW. The MHC is HLA-DQA10102-DQB10602 with pseudo-sequence HLA-DQA10102-DQB10602. The binding affinity (normalized) is 0.371. (3) The peptide sequence is WKVSCTILAAVSVSP. The MHC is DRB1_0401 with pseudo-sequence DRB1_0401. The binding affinity (normalized) is 0.266. (4) The peptide sequence is SPSLWEIEFAKNLASV. The MHC is DRB1_0101 with pseudo-sequence DRB1_0101. The binding affinity (normalized) is 0.655. (5) The peptide sequence is GSYLNETHFSDDIEQ. The MHC is DRB1_0101 with pseudo-sequence DRB1_0101. The binding affinity (normalized) is 0.453.